From a dataset of Catalyst prediction with 721,799 reactions and 888 catalyst types from USPTO. Predict which catalyst facilitates the given reaction. (1) Reactant: Cl[C:2]1[CH:7]=[C:6]([Cl:8])[N:5]=[CH:4][N:3]=1.[O:9]1[CH2:14][CH2:13][N:12]([C:15]2[CH:21]=[CH:20][C:18]([NH2:19])=[CH:17][CH:16]=2)[CH2:11][CH2:10]1. Product: [Cl:8][C:6]1[N:5]=[CH:4][N:3]=[C:2]([NH:19][C:18]2[CH:17]=[CH:16][C:15]([N:12]3[CH2:13][CH2:14][O:9][CH2:10][CH2:11]3)=[CH:21][CH:20]=2)[CH:7]=1. The catalyst class is: 41. (2) Reactant: [CH3:1][C:2]1([CH3:15])[CH2:11][CH2:10][C:9]([CH3:13])([CH3:12])[C:8]2[CH:7]=[C:6]([NH2:14])[CH:5]=[CH:4][C:3]1=2.[F:16][C:17]([F:28])([F:27])[C:18](O[C:18](=[O:19])[C:17]([F:28])([F:27])[F:16])=[O:19]. Product: [F:16][C:17]([F:28])([F:27])[C:18]([NH:14][C:6]1[CH:5]=[CH:4][C:3]2[C:2]([CH3:15])([CH3:1])[CH2:11][CH2:10][C:9]([CH3:13])([CH3:12])[C:8]=2[CH:7]=1)=[O:19]. The catalyst class is: 300. (3) Product: [F:1][C:2]1[CH:15]=[CH:14][C:13]([CH3:16])=[CH:12][C:3]=1[NH:4][C:5]1[CH:10]=[CH:9][N:8]=[C:7]([NH:35][C:34]2[CH:36]=[CH:37][C:31]([O:30][CH2:29][CH2:28][CH2:27][N:24]3[CH2:23][CH2:22][O:21][CH2:26][CH2:25]3)=[CH:32][CH:33]=2)[N:6]=1. Reactant: [F:1][C:2]1[CH:15]=[CH:14][C:13]([CH3:16])=[CH:12][C:3]=1[NH:4][C:5]1[CH:10]=[CH:9][N:8]=[C:7](Cl)[N:6]=1.Br.C(Cl)Cl.[O:21]1[CH2:26][CH2:25][N:24]([CH2:27][CH2:28][CH2:29][O:30][C:31]2[CH:37]=[CH:36][C:34]([NH2:35])=[CH:33][CH:32]=2)[CH2:23][CH2:22]1. The catalyst class is: 37. (4) Reactant: [CH2:1]([CH:9]([CH2:49][CH2:50][CH2:51][CH2:52][CH2:53][CH2:54][CH2:55][CH2:56][CH2:57][CH3:58])[CH2:10][O:11][C:12]1[C:13]2[C:21]([CH:22]=[C:23]3[CH:27]=[CH:26][S:25][C:24]=13)=[C:20]([O:28][CH2:29][CH:30]([CH2:41][CH2:42][CH2:43][CH2:44][CH2:45][CH2:46][CH2:47][CH3:48])[CH2:31][CH2:32][CH2:33][CH2:34][CH2:35][CH2:36][CH2:37][CH2:38][CH2:39][CH3:40])[C:16]1[S:17][CH:18]=[CH:19][C:15]=1[CH:14]=2)[CH2:2][CH2:3][CH2:4][CH2:5][CH2:6][CH2:7][CH3:8].C([Li])CCC.[CH3:64][Sn:65](Cl)([CH3:67])[CH3:66].O. Product: [CH3:64][Sn:65]([CH3:67])([CH3:66])[C:26]1[S:25][C:24]2[C:12]([O:11][CH2:10][CH:9]([CH2:1][CH2:2][CH2:3][CH2:4][CH2:5][CH2:6][CH2:7][CH3:8])[CH2:49][CH2:50][CH2:51][CH2:52][CH2:53][CH2:54][CH2:55][CH2:56][CH2:57][CH3:58])=[C:13]3[C:21](=[CH:22][C:23]=2[CH:27]=1)[C:20]([O:28][CH2:29][CH:30]([CH2:41][CH2:42][CH2:43][CH2:44][CH2:45][CH2:46][CH2:47][CH3:48])[CH2:31][CH2:32][CH2:33][CH2:34][CH2:35][CH2:36][CH2:37][CH2:38][CH2:39][CH3:40])=[C:16]1[S:17][C:18]([Sn:65]([CH3:67])([CH3:66])[CH3:64])=[CH:19][C:15]1=[CH:14]3. The catalyst class is: 1. (5) Reactant: [Cl-].[CH3:2][O:3]C[P+](C1C=CC=CC=1)(C1C=CC=CC=1)C1C=CC=CC=1.C[Si]([N-][Si](C)(C)C)(C)C.[Na+].[CH3:34][O:35][C:36]1[CH:43]=[CH:42][C:39]([CH:40]=O)=[CH:38][C:37]=1[C:44]([F:47])([F:46])[F:45]. The catalyst class is: 1. Product: [CH3:34][O:35][C:36]1[CH:43]=[CH:42][C:39]([CH2:40][CH:2]=[O:3])=[CH:38][C:37]=1[C:44]([F:47])([F:46])[F:45]. (6) Product: [N:1]1([CH2:6][CH2:7][N:8]2[C:16]([C:17]3[O:21][N:20]=[C:19]([CH2:22][NH2:23])[N:18]=3)=[C:15]3[C:10]([CH:11]=[CH:12][C:13]([F:31])=[CH:14]3)=[N:9]2)[CH:5]=[CH:4][N:3]=[CH:2]1. Reactant: [N:1]1([CH2:6][CH2:7][N:8]2[C:16]([C:17]3[O:21][N:20]=[C:19]([CH2:22][NH:23]C(=O)OC(C)(C)C)[N:18]=3)=[C:15]3[C:10]([CH:11]=[CH:12][C:13]([F:31])=[CH:14]3)=[N:9]2)[CH:5]=[CH:4][N:3]=[CH:2]1.FC(F)(F)C(O)=O.C([SiH](C(C)C)C(C)C)(C)C.O. The catalyst class is: 27. (7) Product: [CH3:8][S:9]([N:46]([C:42]1[CH:41]=[C:40]([C:37]2[N:36]=[C:35]([C:21]3[CH:20]=[N:19][N:18]([CH3:17])[C:22]=3[CH2:23][O:24][C:25]3[CH:30]=[CH:29][C:28]([C:31]([F:33])([F:32])[F:34])=[CH:27][CH:26]=3)[O:39][N:38]=2)[CH:45]=[CH:44][N:43]=1)[S:9]([CH3:8])(=[O:11])=[O:10])(=[O:11])=[O:10]. The catalyst class is: 6. Reactant: C(N(CC)CC)C.[CH3:8][S:9](Cl)(=[O:11])=[O:10].C(Cl)(Cl)Cl.[CH3:17][N:18]1[C:22]([CH2:23][O:24][C:25]2[CH:30]=[CH:29][C:28]([C:31]([F:34])([F:33])[F:32])=[CH:27][CH:26]=2)=[C:21]([C:35]2[O:39][N:38]=[C:37]([C:40]3[CH:45]=[CH:44][N:43]=[C:42]([NH2:46])[CH:41]=3)[N:36]=2)[CH:20]=[N:19]1.